From a dataset of Forward reaction prediction with 1.9M reactions from USPTO patents (1976-2016). Predict the product of the given reaction. (1) Given the reactants [S:1]1[CH:5]=[CH:4][C:3]2[CH:6]=[CH:7][CH:8]=[CH:9][C:2]1=2.C([Li])CCC.C1C=CC(S(N(S(C2C=CC=CC=2)(=O)=O)[F:25])(=O)=O)=CC=1, predict the reaction product. The product is: [F:25][C:5]1[S:1][C:2]2[CH:9]=[CH:8][CH:7]=[CH:6][C:3]=2[CH:4]=1. (2) Given the reactants C[O:2][C:3]([C:5]1[N:6]([CH2:11][C:12]([C:14]2[CH:19]=[CH:18][C:17]([C:20]([CH3:23])([CH3:22])[CH3:21])=[CH:16][CH:15]=2)=O)[CH:7]=[C:8]([F:10])[CH:9]=1)=O.C([O-])(=O)C.[NH4+:28].O, predict the reaction product. The product is: [C:20]([C:17]1[CH:18]=[CH:19][C:14]([C:12]2[NH:28][C:3](=[O:2])[C:5]3[N:6]([CH:7]=[C:8]([F:10])[CH:9]=3)[CH:11]=2)=[CH:15][CH:16]=1)([CH3:23])([CH3:22])[CH3:21]. (3) Given the reactants [CH2:1]([O:8][C:9]([N:11]1[CH2:16][CH2:15][CH:14]([C:17](=O)[NH:18][CH:19]([C:36]2[C:41]([Cl:42])=[N:40][CH:39]=[CH:38][N:37]=2)[C:20]2[CH:29]=[C:28]3[C:23]([CH:24]=[CH:25][C:26]([C:30]4[CH:35]=[CH:34][CH:33]=[CH:32][CH:31]=4)=[N:27]3)=[CH:22][CH:21]=2)[CH2:13][CH2:12]1)=[O:10])[C:2]1[CH:7]=[CH:6][CH:5]=[CH:4][CH:3]=1.CN(C=O)C.O=P(Cl)(Cl)Cl, predict the reaction product. The product is: [CH2:1]([O:8][C:9]([N:11]1[CH2:12][CH2:13][CH:14]([C:17]2[N:37]3[CH:38]=[CH:39][N:40]=[C:41]([Cl:42])[C:36]3=[C:19]([C:20]3[CH:29]=[C:28]4[C:23]([CH:24]=[CH:25][C:26]([C:30]5[CH:35]=[CH:34][CH:33]=[CH:32][CH:31]=5)=[N:27]4)=[CH:22][CH:21]=3)[N:18]=2)[CH2:15][CH2:16]1)=[O:10])[C:2]1[CH:7]=[CH:6][CH:5]=[CH:4][CH:3]=1. (4) Given the reactants [Li]CCCC.CC(NC(C)C)C.CN(C)CCN(C)C.[Cl:21][C:22]1[CH:27]=[CH:26][C:25]([C:28]2([C:33]3[CH:34]=[C:35]4[C:40](=[CH:41][CH:42]=3)[N:39]=[CH:38][CH:37]=[C:36]4[CH3:43])[O:32][CH2:31][CH2:30][O:29]2)=[CH:24][CH:23]=1.Cl[CH2:45][C:46]1[CH:51]=[CH:50][CH:49]=[CH:48][CH:47]=1, predict the reaction product. The product is: [Cl:21][C:22]1[CH:23]=[CH:24][C:25]([C:28]2([C:33]3[CH:34]=[C:35]4[C:40](=[CH:41][CH:42]=3)[N:39]=[CH:38][CH:37]=[C:36]4[CH2:43][CH2:45][C:46]3[CH:51]=[CH:50][CH:49]=[CH:48][CH:47]=3)[O:29][CH2:30][CH2:31][O:32]2)=[CH:26][CH:27]=1. (5) Given the reactants C[O:2][C:3](=[O:38])[C:4]1[CH:9]=[C:8]([O:10][CH2:11][C:12]2[S:13][CH:14]=[C:15]([C:17]3[CH:22]=[CH:21][C:20]([CH2:23][O:24][C:25]4[CH:30]=[CH:29][C:28]([CH:31]([CH2:35][CH2:36][CH3:37])[CH2:32][CH2:33][CH3:34])=[CH:27][CH:26]=4)=[CH:19][CH:18]=3)[CH:16]=2)[CH:7]=[N:6][CH:5]=1.O1CCCC1.[OH-].[Na+].Cl, predict the reaction product. The product is: [CH2:32]([CH:31]([C:28]1[CH:27]=[CH:26][C:25]([O:24][CH2:23][C:20]2[CH:19]=[CH:18][C:17]([C:15]3[CH:16]=[C:12]([CH2:11][O:10][C:8]4[CH:7]=[N:6][CH:5]=[C:4]([CH:9]=4)[C:3]([OH:38])=[O:2])[S:13][CH:14]=3)=[CH:22][CH:21]=2)=[CH:30][CH:29]=1)[CH2:35][CH2:36][CH3:37])[CH2:33][CH3:34].